Dataset: Forward reaction prediction with 1.9M reactions from USPTO patents (1976-2016). Task: Predict the product of the given reaction. (1) Given the reactants [CH3:1][CH:2]([C:6]1[CH:14]=[CH:13][C:9]([C:10]([OH:12])=O)=[CH:8][CH:7]=1)[CH2:3][CH2:4][CH3:5].Cl.CN(C)CCCN=C=NCC.ON1C2C=CC=CC=2N=N1.[NH2:37][CH2:38][C:39]1[C:40]([OH:47])=[N:41][C:42]([CH3:46])=[CH:43][C:44]=1[CH3:45], predict the reaction product. The product is: [OH:47][C:40]1[C:39]([CH2:38][NH:37][C:10](=[O:12])[C:9]2[CH:8]=[CH:7][C:6]([CH:2]([CH2:3][CH2:4][CH3:5])[CH3:1])=[CH:14][CH:13]=2)=[C:44]([CH3:45])[CH:43]=[C:42]([CH3:46])[N:41]=1. (2) Given the reactants [F:1][C:2]([F:14])([F:13])[O:3][C:4]1[CH:5]=[C:6]([CH:10]=[CH:11][CH:12]=1)[C:7]([OH:9])=O.C(Cl)(=O)C(Cl)=O.O1CCCC1.[NH2:26][C:27]1[CH:28]=[CH:29][C:30]([O:49][CH3:50])=[C:31]([CH:48]=1)[O:32][C:33]1[CH:34]=[CH:35][C:36]2[N:37]([CH:39]=[C:40]([NH:42][C:43]([CH:45]3[CH2:47][CH2:46]3)=[O:44])[N:41]=2)[N:38]=1, predict the reaction product. The product is: [CH:45]1([C:43]([NH:42][C:40]2[N:41]=[C:36]3[CH:35]=[CH:34][C:33]([O:32][C:31]4[CH:48]=[C:27]([NH:26][C:7](=[O:9])[C:6]5[CH:10]=[CH:11][CH:12]=[C:4]([O:3][C:2]([F:1])([F:14])[F:13])[CH:5]=5)[CH:28]=[CH:29][C:30]=4[O:49][CH3:50])=[N:38][N:37]3[CH:39]=2)=[O:44])[CH2:46][CH2:47]1. (3) The product is: [N:14]1([CH2:13][CH2:12][CH2:11][S:10][C:2]2[S:1][C:5]3[CH:6]=[CH:7][CH:8]=[CH:9][C:4]=3[N:3]=2)[CH2:19][CH2:18][NH:17][CH2:16][CH2:15]1. Given the reactants [S:1]1[C:5]2[CH:6]=[CH:7][CH:8]=[CH:9][C:4]=2[N:3]=[C:2]1[S:10][CH2:11][CH2:12][CH2:13][N:14]1[CH2:19][CH2:18][N:17](C(OC(C)(C)C)=O)[CH2:16][CH2:15]1.FC(F)(F)C(O)=O, predict the reaction product. (4) Given the reactants [C:1]1([O:7][P:8]([CH2:17][C@H:18]([OH:28])[CH2:19][NH:20]C(OC(C)(C)C)=O)([CH2:10][CH:11]2[CH2:16][CH2:15][CH2:14][CH2:13][CH2:12]2)=[O:9])[CH:6]=[CH:5][CH:4]=[CH:3][CH:2]=1.[ClH:29], predict the reaction product. The product is: [ClH:29].[C:1]1([O:7][P:8]([CH2:17][C@H:18]([OH:28])[CH2:19][NH2:20])([CH2:10][CH:11]2[CH2:16][CH2:15][CH2:14][CH2:13][CH2:12]2)=[O:9])[CH:2]=[CH:3][CH:4]=[CH:5][CH:6]=1. (5) The product is: [C:19]1([C:2]#[C:1][C:3]2[CH:4]=[CH:5][C:6]([S:9]([C:12]3[CH:17]=[CH:16][CH:15]=[CH:14][CH:13]=3)(=[O:10])=[O:11])=[CH:7][CH:8]=2)[CH:24]=[CH:23][CH:22]=[CH:21][CH:20]=1. Given the reactants [C:1]([C:3]1[CH:8]=[CH:7][C:6]([S:9]([C:12]2[CH:17]=[CH:16][CH:15]=[CH:14][CH:13]=2)(=[O:11])=[O:10])=[CH:5][CH:4]=1)#[CH:2].I[C:19]1[CH:24]=[CH:23][CH:22]=[CH:21][CH:20]=1.C(N(CC)CC)C.O, predict the reaction product. (6) Given the reactants [NH:1]1[CH2:6][CH2:5][CH:4]([C:7]#[N:8])[CH2:3][CH2:2]1.[CH3:9][O:10][C:11]1[CH:16]=[CH:15][C:14]([S:17](Cl)(=[O:19])=[O:18])=[CH:13][CH:12]=1.C(Cl)(Cl)Cl, predict the reaction product. The product is: [CH3:9][O:10][C:11]1[CH:12]=[CH:13][C:14]([S:17]([N:1]2[CH2:6][CH2:5][CH:4]([C:7]#[N:8])[CH2:3][CH2:2]2)(=[O:19])=[O:18])=[CH:15][CH:16]=1.